From a dataset of Peptide-MHC class II binding affinity with 134,281 pairs from IEDB. Regression. Given a peptide amino acid sequence and an MHC pseudo amino acid sequence, predict their binding affinity value. This is MHC class II binding data. (1) The peptide sequence is QIDAFIANAGATADS. The MHC is HLA-DQA10301-DQB10302 with pseudo-sequence HLA-DQA10301-DQB10302. The binding affinity (normalized) is 0.359. (2) The peptide sequence is RESLESLWAPFGVLR. The binding affinity (normalized) is 0.229. The MHC is H-2-IAb with pseudo-sequence H-2-IAb. (3) The peptide sequence is NLCCSQWGWCGSTDE. The MHC is HLA-DPA10201-DPB10101 with pseudo-sequence HLA-DPA10201-DPB10101. The binding affinity (normalized) is 0.0470. (4) The peptide sequence is MPNMLRIMASLVLAR. The MHC is DRB1_1101 with pseudo-sequence DRB1_1101. The binding affinity (normalized) is 0.729. (5) The binding affinity (normalized) is 0.214. The peptide sequence is QFKPEEITGIMKDLD. The MHC is HLA-DQA10501-DQB10301 with pseudo-sequence HLA-DQA10501-DQB10301. (6) The binding affinity (normalized) is 0.414. The MHC is DRB3_0301 with pseudo-sequence DRB3_0301. The peptide sequence is FHGSDGCWYPMEIRP. (7) The peptide sequence is ENVIDVKLVDANGKL. The MHC is DRB1_1201 with pseudo-sequence DRB1_1201. The binding affinity (normalized) is 0.112.